Dataset: Forward reaction prediction with 1.9M reactions from USPTO patents (1976-2016). Task: Predict the product of the given reaction. (1) The product is: [CH2:16]([N:23]([CH2:24][CH2:25][CH:26]=[CH2:27])[C:10](=[O:12])[C@@H:9]([NH:8][C:6](=[O:7])[O:5][C:1]([CH3:2])([CH3:3])[CH3:4])[CH2:13][CH:14]=[CH2:15])[C:17]1[CH:22]=[CH:21][CH:20]=[CH:19][CH:18]=1. Given the reactants [C:1]([O:5][C:6]([NH:8][C@@H:9]([CH2:13][CH:14]=[CH2:15])[C:10]([OH:12])=O)=[O:7])([CH3:4])([CH3:3])[CH3:2].[CH2:16]([NH:23][CH2:24][CH2:25][CH:26]=[CH2:27])[C:17]1[CH:22]=[CH:21][CH:20]=[CH:19][CH:18]=1.C(Cl)CCl.C1C=CC2N(O)N=NC=2C=1, predict the reaction product. (2) Given the reactants [Cl:1][C:2]1[CH:7]=[CH:6][C:5]([S:8]([NH:11][C@H:12]([CH2:16][CH2:17][C:18]([F:21])([F:20])[F:19])[C:13]([NH2:15])=[O:14])(=[O:10])=[O:9])=[CH:4][CH:3]=1.C(=O)([O-])[O-].[K+].[K+].Br[CH2:29][C:30]1[CH:37]=[CH:36][C:33]([C:34]#[N:35])=[CH:32][C:31]=1[F:38].C(OCC)(=O)C, predict the reaction product. The product is: [Cl:1][C:2]1[CH:7]=[CH:6][C:5]([S:8]([N:11]([CH2:29][C:30]2[CH:37]=[CH:36][C:33]([C:34]#[N:35])=[CH:32][C:31]=2[F:38])[C@H:12]([CH2:16][CH2:17][C:18]([F:21])([F:19])[F:20])[C:13]([NH2:15])=[O:14])(=[O:10])=[O:9])=[CH:4][CH:3]=1. (3) Given the reactants [NH:1]1[CH2:6][CH2:5][CH2:4][CH2:3][C@@H:2]1[C:7]([OH:9])=O.N[C@H:11](CC)C(O)=O.N[C@H](CC)C(OC)=O.COC(C1CCCCN1)=O.[Cl:35][C:36]1[N:41]=[C:40](Cl)[C:39]([N+:43]([O-])=O)=[CH:38][N:37]=1, predict the reaction product. The product is: [Cl:35][C:36]1[N:41]=[CH:40][C:39]2[N:43]([CH3:11])[C:7](=[O:9])[C@H:2]3[CH2:3][CH2:4][CH2:5][CH2:6][N:1]3[C:38]=2[N:37]=1.